Dataset: Aqueous solubility values for 9,982 compounds from the AqSolDB database. Task: Regression/Classification. Given a drug SMILES string, predict its absorption, distribution, metabolism, or excretion properties. Task type varies by dataset: regression for continuous measurements (e.g., permeability, clearance, half-life) or binary classification for categorical outcomes (e.g., BBB penetration, CYP inhibition). For this dataset (solubility_aqsoldb), we predict Y. (1) The Y is 1.57 log mol/L. The compound is C#N. (2) The molecule is C=CCC1(C(C)CCC)C(=O)NC(=S)NC1=O. The Y is -3.46 log mol/L.